This data is from Catalyst prediction with 721,799 reactions and 888 catalyst types from USPTO. The task is: Predict which catalyst facilitates the given reaction. (1) Reactant: [Cl:1][C:2]1[S:6][C:5]([CH:7]2[CH2:12][CH2:11][N:10]([C:13](=[O:24])[CH2:14][N:15]3C4=NC=CC=C4N=C3)[CH2:9][CH2:8]2)=[N:4][C:3]=1[C:25]1[CH:30]=[C:29]([C:31]([CH3:34])([CH3:33])[CH3:32])[C:28]([O:35][CH3:36])=[C:27]([C:37]([CH3:40])([CH3:39])[CH3:38])[CH:26]=1.C([N:44]([CH:47]([CH3:49])[CH3:48])CC)(C)C.CCN=C=NC[CH2:56][CH2:57]N(C)C.[C:61]([OH:67])(C(F)(F)F)=[O:62]. Product: [Cl:1][C:2]1[S:6][C:5]([CH:7]2[CH2:12][CH2:11][N:10]([C:13](=[O:24])[CH2:14][N:15]3[C:56]([CH3:57])=[CH:49][C:47]([CH2:48][C:61]([OH:67])=[O:62])=[N:44]3)[CH2:9][CH2:8]2)=[N:4][C:3]=1[C:25]1[CH:30]=[C:29]([C:31]([CH3:34])([CH3:32])[CH3:33])[C:28]([O:35][CH3:36])=[C:27]([C:37]([CH3:39])([CH3:38])[CH3:40])[CH:26]=1. The catalyst class is: 726. (2) Reactant: [CH3:1][O:2][C:3]1[CH:4]=[CH:5][CH:6]=[C:7]2[C:11]=1[NH:10][CH:9]=[CH:8]2.[Al](Cl)(CC)CC.[C:18](Cl)(=[O:25])[C:19]1[CH:24]=[CH:23][CH:22]=[CH:21][CH:20]=1.C([O-])([O-])=O.[Cs+].[Cs+].[Cl:33][CH2:34][CH2:35][CH2:36]I. Product: [Cl:33][CH2:34][CH2:35][CH2:36][N:10]1[C:11]2[C:7](=[CH:6][CH:5]=[CH:4][C:3]=2[O:2][CH3:1])[C:8]([C:18]([C:19]2[CH:24]=[CH:23][CH:22]=[CH:21][CH:20]=2)=[O:25])=[CH:9]1. The catalyst class is: 759. (3) Reactant: [C:1]([C:3]1[CH:8]=[CH:7][C:6]([C:9]2[O:10][CH:11]=[CH:12][CH:13]=2)=[CH:5][CH:4]=1)#[N:2].C1C(=O)N([Br:21])C(=O)C1. Product: [Br:21][C:11]1[O:10][C:9]([C:6]2[CH:5]=[CH:4][C:3]([C:1]#[N:2])=[CH:8][CH:7]=2)=[CH:13][CH:12]=1. The catalyst class is: 18. (4) Reactant: Cl.[CH3:2][S:3][C:4]1[CH:13]=[C:12]2[C:7]([CH2:8][CH2:9][CH2:10][CH:11]2[CH2:14][CH2:15][NH2:16])=[CH:6][CH:5]=1.[C:17](OC(=O)C)(=[O:19])[CH3:18].Cl. Product: [CH3:2][S:3][C:4]1[CH:13]=[C:12]2[C:7]([CH2:8][CH2:9][CH2:10][CH:11]2[CH2:14][CH2:15][NH:16][C:17](=[O:19])[CH3:18])=[CH:6][CH:5]=1. The catalyst class is: 17. (5) Reactant: [NH:1]1[C:9]2[C:4](=[CH:5][CH:6]=[CH:7][C:8]=2[C:10]([O:12][CH3:13])=[O:11])[CH2:3][CH2:2]1.[Cl:14][C:15]1[N:20]=[C:19](Cl)[C:18]([N+:22]([O-:24])=[O:23])=[CH:17][N:16]=1.CCN(C(C)C)C(C)C. Product: [Cl:14][C:15]1[N:20]=[C:19]([N:1]2[C:9]3[C:4](=[CH:5][CH:6]=[CH:7][C:8]=3[C:10]([O:12][CH3:13])=[O:11])[CH2:3][CH2:2]2)[C:18]([N+:22]([O-:24])=[O:23])=[CH:17][N:16]=1. The catalyst class is: 12. (6) Reactant: C(=O)([O-])[O-].[Sr+2:5].[C:6]([OH:14])(=[O:13])[C:7]1[CH:12]=[CH:11][CH:10]=[CH:9][CH:8]=1. Product: [C:6]([O-:14])(=[O:13])[C:7]1[CH:12]=[CH:11][CH:10]=[CH:9][CH:8]=1.[Sr+2:5].[C:6]([O-:14])(=[O:13])[C:7]1[CH:12]=[CH:11][CH:10]=[CH:9][CH:8]=1. The catalyst class is: 6. (7) Reactant: C[O:2][C:3](=O)[C:4]1[CH:9]=[CH:8][C:7]([NH:10][C:11](=[O:16])[C:12]([CH3:15])([CH3:14])[CH3:13])=[CH:6][C:5]=1[CH2:17][S:18][C:19]([CH3:22])([CH3:21])[CH3:20].C([BH-](CC)CC)C.[Li+]. Product: [C:19]([S:18][CH2:17][C:5]1[CH:6]=[C:7]([NH:10][C:11](=[O:16])[C:12]([CH3:15])([CH3:14])[CH3:13])[CH:8]=[CH:9][C:4]=1[CH2:3][OH:2])([CH3:22])([CH3:21])[CH3:20]. The catalyst class is: 1. (8) Reactant: [CH2:1]([C@H:8]([NH:39]C(=O)OC(C)(C)C)[C@@H:9]([OH:38])[CH2:10][C@H:11]([NH:25][C:26](=[O:37])[C@@H:27]([NH:32][C:33]([O:35][CH3:36])=[O:34])[C:28]([CH3:31])([CH3:30])[CH3:29])[CH2:12][C:13]1[CH:18]=[CH:17][C:16]([C:19]2[CH:24]=[CH:23][CH:22]=[CH:21][N:20]=2)=[CH:15][CH:14]=1)[C:2]1[CH:7]=[CH:6][CH:5]=[CH:4][CH:3]=1.FC(F)(F)C(O)=O. Product: [NH2:39][C@@H:8]([CH2:1][C:2]1[CH:3]=[CH:4][CH:5]=[CH:6][CH:7]=1)[C@@H:9]([OH:38])[CH2:10][C@H:11]([NH:25][C:26]([C@@H:27]([NH:32][C:33](=[O:34])[O:35][CH3:36])[C:28]([CH3:31])([CH3:30])[CH3:29])=[O:37])[CH2:12][C:13]1[CH:18]=[CH:17][C:16]([C:19]2[CH:24]=[CH:23][CH:22]=[CH:21][N:20]=2)=[CH:15][CH:14]=1. The catalyst class is: 4. (9) Product: [F:1][C:2]1[C:3]([C:33]2[S:37][C:36]([C:38]3([OH:42])[CH2:41][CH2:40][CH2:39]3)=[N:35][CH:34]=2)=[C:4]2[CH:10]=[C:9]([C:11]3[CH:16]=[C:15]([O:17][CH3:18])[C:14]([O:19][CH3:20])=[C:13]([O:21][CH3:22])[CH:12]=3)[NH:8][C:5]2=[N:6][CH:7]=1. The catalyst class is: 273. Reactant: [F:1][C:2]1[C:3]([C:33]2[S:37][C:36]([C:38]3([OH:42])[CH2:41][CH2:40][CH2:39]3)=[N:35][CH:34]=2)=[C:4]2[CH:10]=[C:9]([C:11]3[CH:16]=[C:15]([O:17][CH3:18])[C:14]([O:19][CH3:20])=[C:13]([O:21][CH3:22])[CH:12]=3)[N:8](S(C3C=CC(C)=CC=3)(=O)=O)[C:5]2=[N:6][CH:7]=1.Cl.